This data is from Peptide-MHC class II binding affinity with 134,281 pairs from IEDB. The task is: Regression. Given a peptide amino acid sequence and an MHC pseudo amino acid sequence, predict their binding affinity value. This is MHC class II binding data. (1) The peptide sequence is YLVGSNMTQRVVIALKK. The MHC is DRB3_0101 with pseudo-sequence DRB3_0101. The binding affinity (normalized) is 0.513. (2) The peptide sequence is MCHATLTYRMLEPTR. The MHC is HLA-DQA10102-DQB10501 with pseudo-sequence HLA-DQA10102-DQB10501. The binding affinity (normalized) is 0.582. (3) The peptide sequence is PVTEEPGMAKIPAGE. The MHC is HLA-DQA10401-DQB10402 with pseudo-sequence HLA-DQA10401-DQB10402. The binding affinity (normalized) is 0.203.